From a dataset of Full USPTO retrosynthesis dataset with 1.9M reactions from patents (1976-2016). Predict the reactants needed to synthesize the given product. (1) The reactants are: [F:1][C:2]1[CH:7]=[CH:6][C:5]([N:8]2[C:12]([CH:13]([CH3:15])[CH3:14])=[C:11]([NH2:16])[CH:10]=[N:9]2)=[CH:4][CH:3]=1.[Cl:17][C:18]1[C:19]([C:28]([F:31])([F:30])[F:29])=[N:20][N:21]([CH2:24][C:25](O)=[O:26])[C:22]=1[CH3:23].C(N(C(C)C)CC)(C)C.CN(C(ON1N=NC2C=CC=NC1=2)=[N+](C)C)C.F[P-](F)(F)(F)(F)F. Given the product [Cl:17][C:18]1[C:19]([C:28]([F:30])([F:29])[F:31])=[N:20][N:21]([CH2:24][C:25]([NH:16][C:11]2[CH:10]=[N:9][N:8]([C:5]3[CH:4]=[CH:3][C:2]([F:1])=[CH:7][CH:6]=3)[C:12]=2[CH:13]([CH3:14])[CH3:15])=[O:26])[C:22]=1[CH3:23], predict the reactants needed to synthesize it. (2) The reactants are: [Cl:1][C:2]1[CH:7]=[CH:6][CH:5]=[C:4]([Cl:8])[C:3]=1[C:9]1[S:10][C:11]2[C:16]([SH:17])=[N:15][CH:14]=[N:13][C:12]=2[N:18]=1.[CH2:19](N(CC)CC)C.CI. Given the product [Cl:1][C:2]1[CH:7]=[CH:6][CH:5]=[C:4]([Cl:8])[C:3]=1[C:9]1[S:10][C:11]2[C:16]([S:17][CH3:19])=[N:15][CH:14]=[N:13][C:12]=2[N:18]=1, predict the reactants needed to synthesize it. (3) Given the product [Cl:30][C:12]1[C:13]2[N:17]=[C:16]3[N:18]([C:22]4[CH:27]=[CH:26][C:25]([Cl:28])=[CH:24][C:23]=4[Cl:29])[CH2:19][CH2:20][CH2:21][N:15]3[C:14]=2[C:9]([CH:4]([NH2:1])[C:5]([F:6])([F:7])[F:8])=[CH:10][CH:11]=1, predict the reactants needed to synthesize it. The reactants are: [N:1]([CH:4]([C:9]1[C:14]2[N:15]3[CH2:21][CH2:20][CH2:19][N:18]([C:22]4[CH:27]=[CH:26][C:25]([Cl:28])=[CH:24][C:23]=4[Cl:29])[C:16]3=[N:17][C:13]=2[C:12]([Cl:30])=[CH:11][CH:10]=1)[C:5]([F:8])([F:7])[F:6])=[N+]=[N-].C1(P(C2C=CC=CC=2)C2C=CC=CC=2)C=CC=CC=1. (4) Given the product [Cl:1][C:2]1[CH:3]=[CH:4][C:5]([CH2:11][O:12][C:13]2[CH:18]=[C:17]([F:19])[CH:16]=[C:15]([F:20])[CH:14]=2)=[C:6]([CH:10]=1)[C:7]([NH:22][C@H:23]([C:25]1[CH:34]=[CH:33][C:28]([C:29]([O:31][CH3:32])=[O:30])=[CH:27][CH:26]=1)[CH3:24])=[O:9], predict the reactants needed to synthesize it. The reactants are: [Cl:1][C:2]1[CH:3]=[CH:4][C:5]([CH2:11][O:12][C:13]2[CH:18]=[C:17]([F:19])[CH:16]=[C:15]([F:20])[CH:14]=2)=[C:6]([CH:10]=1)[C:7]([OH:9])=O.Cl.[NH2:22][C@H:23]([C:25]1[CH:34]=[CH:33][C:28]([C:29]([O:31][CH3:32])=[O:30])=[CH:27][CH:26]=1)[CH3:24]. (5) Given the product [CH2:23]([O:25][CH:26]1[CH2:31][CH2:30][N:29]([C:4]([C:3]2[CH:7]=[C:8]([CH:9]=[CH:10][CH:2]=2)[CH2:11][C:12]2[C:21]3[C:16](=[CH:17][CH:18]=[CH:19][CH:20]=3)[C:15](=[O:22])[NH:14][N:13]=2)=[O:6])[CH2:28][CH2:27]1)[CH3:24], predict the reactants needed to synthesize it. The reactants are: F[C:2]1[CH:10]=[CH:9][C:8]([CH2:11][C:12]2[C:21]3[C:16](=[CH:17][CH:18]=[CH:19][CH:20]=3)[C:15](=[O:22])[NH:14][N:13]=2)=[CH:7][C:3]=1[C:4]([OH:6])=O.[CH2:23]([O:25][CH:26]1[CH2:31][CH2:30][NH:29][CH2:28][CH2:27]1)[CH3:24].C(N(CC)CC)C. (6) The reactants are: [Cl:1][C:2]1[N:7]=[CH:6][C:5]([CH2:8][C:9]([OH:11])=[O:10])=[CH:4][CH:3]=1.[CH3:12][Si]([N-][Si](C)(C)C)(C)C.[Na+].IC. Given the product [Cl:1][C:2]1[N:7]=[CH:6][C:5]([CH:8]([CH3:12])[C:9]([OH:11])=[O:10])=[CH:4][CH:3]=1, predict the reactants needed to synthesize it. (7) Given the product [NH2:9][C:10]1[CH:15]=[CH:14][C:13]([OH:2])=[CH:12][C:11]=1[N+:7]([O-:5])=[O:3], predict the reactants needed to synthesize it. The reactants are: [Li+].[OH-:2].[OH-:3].[Na+].[OH-:5].[K+].[N:7]1[C:11]2[CH:12]=[CH:13][CH:14]=[CH:15][C:10]=2[NH:9]C=1.S(S([O-])=O)([O-])=O.[Na+].[Na+].